Task: Predict the reactants needed to synthesize the given product.. Dataset: Full USPTO retrosynthesis dataset with 1.9M reactions from patents (1976-2016) (1) Given the product [CH2:1]([C:8]1[CH:17]=[C:16]2[C:11]([C:12]([OH:35])=[C:13]([C:30]([NH:40][CH2:39][CH2:38][O:37][CH3:36])=[O:31])[C:14](=[O:29])[N:15]2[CH2:18][C:19]2[CH:24]=[CH:23][C:22]([S:25]([CH3:28])(=[O:26])=[O:27])=[CH:21][CH:20]=2)=[N:10][CH:9]=1)[C:2]1[CH:3]=[CH:4][CH:5]=[CH:6][CH:7]=1, predict the reactants needed to synthesize it. The reactants are: [CH2:1]([C:8]1[CH:17]=[C:16]2[C:11]([C:12]([OH:35])=[C:13]([C:30](OCC)=[O:31])[C:14](=[O:29])[N:15]2[CH2:18][C:19]2[CH:24]=[CH:23][C:22]([S:25]([CH3:28])(=[O:27])=[O:26])=[CH:21][CH:20]=2)=[N:10][CH:9]=1)[C:2]1[CH:7]=[CH:6][CH:5]=[CH:4][CH:3]=1.[CH3:36][O:37][CH2:38][CH2:39][NH2:40]. (2) Given the product [C:12]([O:11][C:9](=[O:16])[NH:10][C:2]1[CH:7]=[C:6]([F:8])[CH:5]=[CH:4][N:3]=1)([CH3:15])([CH3:14])[CH3:13], predict the reactants needed to synthesize it. The reactants are: Cl[C:2]1[CH:7]=[C:6]([F:8])[CH:5]=[CH:4][N:3]=1.[C:9](=[O:16])([O:11][C:12]([CH3:15])([CH3:14])[CH3:13])[NH2:10].[OH-].[Na+].O. (3) Given the product [CH3:48][O:7][C:1](=[O:2])[C:3]1[CH:25]=[CH:26][C:27]([NH:14][CH:11]2[CH2:10][CH2:9][N:8]([CH2:33][C:34]3[CH:39]=[CH:38][CH:37]=[CH:36][CH:35]=3)[CH2:13][CH2:12]2)=[C:22]([OH:21])[CH:23]=1, predict the reactants needed to synthesize it. The reactants are: [C:1]([OH:7])([C:3](F)(F)F)=[O:2].[NH:8]1[CH2:13][CH2:12][CH:11]([N:14]2[C:27]3[CH:26]=[CH:25]C(C4NN=NN=4)=[CH:23][C:22]=3[O:21]C3C2=CC=CC=3)[CH2:10][CH2:9]1.[CH2:33](N1CCC(=O)CC1)[C:34]1[CH:39]=[CH:38][CH:37]=[CH:36][CH:35]=1.N1C=CN=[C:48]1C=O.C(O[BH-](OC(=O)C)OC(=O)C)(=O)C.[Na+].C(O[BH-](OC(=O)C)OC(=O)C)(=O)C.C[N+](C)(C)C.